Dataset: Full USPTO retrosynthesis dataset with 1.9M reactions from patents (1976-2016). Task: Predict the reactants needed to synthesize the given product. (1) The reactants are: Br[CH2:2][C:3]1[CH:8]=[CH:7][C:6]([C:9]2[CH:14]=[CH:13][CH:12]=[C:11]([C:15]3[CH:16]=[C:17]([C:25]([S:28]([CH3:31])(=[O:30])=[O:29])([CH3:27])[CH3:26])[CH:18]=[C:19]4[C:24]=3[N:23]=[CH:22][CH:21]=[CH:20]4)[CH:10]=2)=[CH:5][CH:4]=1.[CH3:32][S:33]([O-:35])=[O:34].[Na+]. Given the product [CH3:32][S:33]([CH2:2][C:3]1[CH:8]=[CH:7][C:6]([C:9]2[CH:14]=[CH:13][CH:12]=[C:11]([C:15]3[CH:16]=[C:17]([C:25]([S:28]([CH3:31])(=[O:30])=[O:29])([CH3:27])[CH3:26])[CH:18]=[C:19]4[C:24]=3[N:23]=[CH:22][CH:21]=[CH:20]4)[CH:10]=2)=[CH:5][CH:4]=1)(=[O:35])=[O:34], predict the reactants needed to synthesize it. (2) The reactants are: [F:1][C:2]([F:16])([F:15])/[CH:3]=[CH:4]/[C:5]1[CH:13]=[CH:12][C:8]([C:9]([OH:11])=O)=[C:7]([CH3:14])[CH:6]=1.C(Cl)(=O)C(Cl)=O.C(N(CC)CC)C.[CH3:30][C:31]1[S:32][C:33]2[C:38]([N:39]=1)=[CH:37][C:36]([NH2:40])=[CH:35][N:34]=2. Given the product [CH3:14][C:7]1[CH:6]=[C:5](/[CH:4]=[CH:3]/[C:2]([F:1])([F:16])[F:15])[CH:13]=[CH:12][C:8]=1[C:9]([NH:40][C:36]1[CH:37]=[C:38]2[N:39]=[C:31]([CH3:30])[S:32][C:33]2=[N:34][CH:35]=1)=[O:11], predict the reactants needed to synthesize it. (3) Given the product [CH2:1]([N:8]([CH3:18])[CH:9]1[CH2:17][C@@H:12]2[CH2:13][N:14]([C:19]([O:21][C:22]([CH3:25])([CH3:24])[CH3:23])=[O:20])[CH2:15][CH2:16][C@@H:11]2[CH2:10]1)[C:2]1[CH:3]=[CH:4][CH:5]=[CH:6][CH:7]=1, predict the reactants needed to synthesize it. The reactants are: [CH2:1]([N:8]([CH3:18])[CH:9]1[CH2:17][C@@H:12]2[CH2:13][NH:14][CH2:15][CH2:16][C@@H:11]2[CH2:10]1)[C:2]1[CH:7]=[CH:6][CH:5]=[CH:4][CH:3]=1.[C:19](O[C:19]([O:21][C:22]([CH3:25])([CH3:24])[CH3:23])=[O:20])([O:21][C:22]([CH3:25])([CH3:24])[CH3:23])=[O:20].C(N)C.O. (4) Given the product [NH:8]1[C:9]2[C:5](=[CH:4][CH:3]=[C:2]([NH:1][C:25]([CH:22]3[CH2:21][CH2:20][N:19]([C:15]4[CH:16]=[CH:17][CH:18]=[C:13]([C:12]([F:29])([F:11])[F:28])[CH:14]=4)[CH2:24][CH2:23]3)=[O:26])[CH:10]=2)[CH:6]=[CH:7]1, predict the reactants needed to synthesize it. The reactants are: [NH2:1][C:2]1[CH:10]=[C:9]2[C:5]([CH:6]=[CH:7][NH:8]2)=[CH:4][CH:3]=1.[F:11][C:12]([F:29])([F:28])[C:13]1[CH:14]=[C:15]([N:19]2[CH2:24][CH2:23][CH:22]([C:25](O)=[O:26])[CH2:21][CH2:20]2)[CH:16]=[CH:17][CH:18]=1. (5) Given the product [CH:1]1([N:5]2[CH2:11][C:10]([O:13][CH3:14])=[CH:9][C:8]2=[O:7])[CH2:4][CH2:3][CH2:2]1, predict the reactants needed to synthesize it. The reactants are: [CH:1]1([NH2:5])[CH2:4][CH2:3][CH2:2]1.C[O:7][C:8](=O)/[CH:9]=[C:10](/[O:13][CH3:14])\[CH2:11]Cl. (6) Given the product [Cl:1][C:2]1[CH:3]=[C:4]([CH2:24][CH2:25][CH2:26][N:27]2[CH2:32][CH2:31][N:30]([CH3:33])[CH2:29][CH2:28]2)[CH:5]=[C:6]2[C:10]=1[C:9](=[O:11])[N:8]([CH2:12][C:13]1[CH:14]=[CH:15][C:16]([O:19][C:20]([F:23])([F:22])[F:21])=[CH:17][CH:18]=1)[CH2:7]2, predict the reactants needed to synthesize it. The reactants are: [Cl:1][C:2]1[CH:3]=[C:4]([C:24]#[C:25][CH2:26][N:27]2[CH2:32][CH2:31][N:30]([CH3:33])[CH2:29][CH2:28]2)[CH:5]=[C:6]2[C:10]=1[C:9](=[O:11])[N:8]([CH2:12][C:13]1[CH:18]=[CH:17][C:16]([O:19][C:20]([F:23])([F:22])[F:21])=[CH:15][CH:14]=1)[CH2:7]2.[H][H].C(Cl)(Cl)Cl.CO. (7) Given the product [Cl:13][C:20]1[CH:21]=[C:22]([Cl:23])[CH:17]=[CH:18][C:19]=1[C:8]([CH:7]1[CH2:11][CH2:12][N:4]([C:1](=[O:3])[CH3:2])[CH2:5][CH2:6]1)=[O:9], predict the reactants needed to synthesize it. The reactants are: [C:1]([N:4]1[CH2:12][CH2:11][CH:7]([C:8](Cl)=[O:9])[CH2:6][CH2:5]1)(=[O:3])[CH3:2].[Cl-:13].[Al+3].[Cl-].[Cl-].[CH:17]1[C:22]([Cl:23])=[CH:21][CH:20]=[C:19](Cl)[CH:18]=1. (8) Given the product [CH3:9][O:8][C:6](=[O:7])[C:5]1[CH:10]=[CH:11][C:2]([N:26]2[CH2:25][CH2:24][N:23]([CH:22]([C:29]3[CH:34]=[CH:33][C:32]([F:35])=[CH:31][CH:30]=3)[C:19]3[CH:18]=[CH:17][C:16]([F:15])=[CH:21][CH:20]=3)[CH2:28][CH2:27]2)=[C:3]([N+:12]([O-:14])=[O:13])[CH:4]=1, predict the reactants needed to synthesize it. The reactants are: F[C:2]1[CH:11]=[CH:10][C:5]([C:6]([O:8][CH3:9])=[O:7])=[CH:4][C:3]=1[N+:12]([O-:14])=[O:13].[F:15][C:16]1[CH:21]=[CH:20][C:19]([CH:22]([C:29]2[CH:34]=[CH:33][C:32]([F:35])=[CH:31][CH:30]=2)[N:23]2[CH2:28][CH2:27][NH:26][CH2:25][CH2:24]2)=[CH:18][CH:17]=1.C(=O)([O-])[O-].[K+].[K+].